From a dataset of Forward reaction prediction with 1.9M reactions from USPTO patents (1976-2016). Predict the product of the given reaction. (1) The product is: [I:12][C:11]1[C:6]([O:4][CH2:1][CH2:2][CH3:3])=[N:7][CH:8]=[CH:9][CH:10]=1. Given the reactants [CH2:1]([OH:4])[CH2:2][CH3:3].F[C:6]1[C:11]([I:12])=[CH:10][CH:9]=[CH:8][N:7]=1, predict the reaction product. (2) Given the reactants [F:1][C:2]1[CH:7]=[CH:6][C:5]([N:8]2[C:11](=[O:12])[C@H:10]([S:13][CH2:14][C:15]([C:17]3[CH:22]=[CH:21][C:20]([F:23])=[CH:19][CH:18]=3)=[O:16])[C@H:9]2[C:24]2[CH:34]=[CH:33][C:27]([O:28][CH2:29][C:30]([OH:32])=O)=[CH:26][CH:25]=2)=[CH:4][CH:3]=1.Cl.[NH2:36][C@@H:37]([C:41]([O:43]C(C)(C)C)=[O:42])[CH:38]([CH3:40])[CH3:39].CN1CCOCC1.CN(C(ON1N=NC2C=CC=CC1=2)=[N+](C)C)C.[B-](F)(F)(F)F, predict the reaction product. The product is: [F:1][C:2]1[CH:7]=[CH:6][C:5]([N:8]2[C:11](=[O:12])[C@H:10]([S:13][CH2:14][C:15]([C:17]3[CH:18]=[CH:19][C:20]([F:23])=[CH:21][CH:22]=3)=[O:16])[C@H:9]2[C:24]2[CH:34]=[CH:33][C:27]([O:28][CH2:29][C:30]([NH:36][C@@H:37]([C:41]([OH:43])=[O:42])[CH:38]([CH3:40])[CH3:39])=[O:32])=[CH:26][CH:25]=2)=[CH:4][CH:3]=1. (3) Given the reactants [CH3:1][O:2][C:3]1[C:12]2[CH:11]=[N:10][CH:9]=[CH:8][C:7]=2[C:6]([NH2:13])=[CH:5][CH:4]=1.COC1C=CC([N+]([O-])=O)=C2C=1C=NC=C2.[F:29][C:30]([F:42])([F:41])[C:31]1[CH:40]=[CH:39][C:34]([CH2:35][N:36]=[C:37]=[O:38])=[CH:33][CH:32]=1, predict the reaction product. The product is: [CH3:1][O:2][C:3]1[CH:4]=[CH:5][C:6]([NH:13][C:37]([NH:36][CH2:35][C:34]2[CH:33]=[CH:32][C:31]([C:30]([F:29])([F:42])[F:41])=[CH:40][CH:39]=2)=[O:38])=[C:7]2[C:12]=1[CH:11]=[N:10][CH:9]=[CH:8]2.